From a dataset of Peptide-MHC class I binding affinity with 185,985 pairs from IEDB/IMGT. Regression. Given a peptide amino acid sequence and an MHC pseudo amino acid sequence, predict their binding affinity value. This is MHC class I binding data. (1) The peptide sequence is SRYDPSISF. The MHC is Mamu-B03 with pseudo-sequence Mamu-B03. The binding affinity (normalized) is 0.279. (2) The peptide sequence is YNAVLTHVK. The MHC is H-2-Ld with pseudo-sequence H-2-Ld. The binding affinity (normalized) is 0. (3) The peptide sequence is FSDGTWRDEY. The MHC is HLA-A30:02 with pseudo-sequence HLA-A30:02. The binding affinity (normalized) is 0.396. (4) The peptide sequence is ILLAELEQL. The MHC is HLA-A02:02 with pseudo-sequence HLA-A02:02. The binding affinity (normalized) is 0.827. (5) The binding affinity (normalized) is 0.0847. The peptide sequence is PILPKLFIL. The MHC is HLA-B44:02 with pseudo-sequence HLA-B44:02. (6) The peptide sequence is QLIIQAFEA. The MHC is HLA-A02:06 with pseudo-sequence HLA-A02:06. The binding affinity (normalized) is 0.627. (7) The peptide sequence is VDQDLVGW. The MHC is Mamu-A11 with pseudo-sequence Mamu-A11. The binding affinity (normalized) is 0.109. (8) The peptide sequence is RVDFCGKGY. The MHC is HLA-B15:01 with pseudo-sequence HLA-B15:01. The binding affinity (normalized) is 0.354. (9) The MHC is HLA-A30:02 with pseudo-sequence HLA-A30:02. The peptide sequence is EYEPTANLL. The binding affinity (normalized) is 0.149. (10) The peptide sequence is YLLSGITGN. The MHC is H-2-Kd with pseudo-sequence H-2-Kd. The binding affinity (normalized) is 0.